From a dataset of Reaction yield outcomes from USPTO patents with 853,638 reactions. Predict the reaction yield, written as a fraction of the theoretical maximum amount of product (1.0 means a 100% yield; for example, 0.34 means a 34% yield). (1) The reactants are O[Li].O.OO.C([C@H]1COC(=O)N1[C:19](=[O:40])[C@@H:20]([C:33]1[CH:38]=[CH:37][C:36]([Cl:39])=[CH:35][CH:34]=1)[CH2:21]N(C(C)C)C(=O)OC(C)(C)C)C1C=CC=CC=1.[O-:41]S([O-])=O.[Na+].[Na+]. The catalyst is O.C1COCC1. The product is [Cl:39][C:36]1[CH:35]=[CH:34][C:33]([CH:20]([CH3:21])[C:19]([OH:40])=[O:41])=[CH:38][CH:37]=1. The yield is 1.00. (2) The reactants are [F:1][C:2]1[CH:7]=[C:6]([N+:8]([O-:10])=[O:9])[C:5]([F:11])=[CH:4][C:3]=1F.[NH:13]1[C:17]2[N:18]=[CH:19][CH:20]=[C:21]([OH:22])[C:16]=2[CH:15]=[CH:14]1. No catalyst specified. The product is [F:1][C:2]1[CH:7]=[C:6]([N+:8]([O-:10])=[O:9])[C:5]([F:11])=[CH:4][C:3]=1[O:22][C:21]1[CH:20]=[CH:19][N:18]=[C:17]2[NH:13][CH:14]=[CH:15][C:16]=12. The yield is 0.400. (3) The reactants are Br[C:2]1[S:3][C:4]2[CH:10]=[C:9]([C:11]3[C:12]([C:17]4[CH:22]=[CH:21][CH:20]=[CH:19][C:18]=4[F:23])=[N:13][N:14]([CH3:16])[CH:15]=3)[CH:8]=[CH:7][C:5]=2[N:6]=1.[CH2:24]([NH2:27])[CH2:25][CH3:26]. The catalyst is O1CCOCC1.C(Cl)Cl. The product is [F:23][C:18]1[CH:19]=[CH:20][CH:21]=[CH:22][C:17]=1[C:12]1[C:11]([C:9]2[CH:8]=[CH:7][C:5]3[N:6]=[C:2]([NH:27][CH2:24][CH2:25][CH3:26])[S:3][C:4]=3[CH:10]=2)=[CH:15][N:14]([CH3:16])[N:13]=1. The yield is 0.970. (4) The reactants are BrC1C=CC([C@@H](N)C)=CC=1.[Br:11][C:12]1[CH:17]=[CH:16][C:15]([C@@H:18]([N:20]2[CH2:26][CH2:25][CH2:24][C:23]([CH2:33][C:34]([CH3:36])=[CH2:35])([C:27]3[CH:32]=[CH:31][CH:30]=[CH:29][CH:28]=3)[O:22]C2=O)[CH3:19])=[CH:14][CH:13]=1.C([O-])([O-])=O.[K+].[K+]. The catalyst is CC#N. The product is [Br:11][C:12]1[CH:13]=[CH:14][C:15]([C@@H:18]([NH:20][CH2:26][CH2:25][CH2:24][C:23]([C:27]2[CH:28]=[CH:29][CH:30]=[CH:31][CH:32]=2)([OH:22])[CH2:33][C:34]([CH3:36])=[CH2:35])[CH3:19])=[CH:16][CH:17]=1. The yield is 0.300. (5) The product is [CH3:22][C:15]1([CH3:23])[CH:16]=[CH:17][C:18](=[O:19])[N:14]1[C:11]1[S:12][CH:13]=[C:9]([C:6]2[CH:7]=[CH:8][C:3]([C:1]#[N:2])=[CH:4][CH:5]=2)[N:10]=1. The reactants are [C:1]([C:3]1[CH:8]=[CH:7][C:6]([C:9]2[N:10]=[C:11]([NH:14][C:15]([CH3:23])([CH3:22])/[CH:16]=[CH:17]/[C:18](OC)=[O:19])[S:12][CH:13]=2)=[CH:5][CH:4]=1)#[N:2].C[O-].[Na+]. The catalyst is O1CCCC1. The yield is 0.780.